Dataset: Forward reaction prediction with 1.9M reactions from USPTO patents (1976-2016). Task: Predict the product of the given reaction. (1) Given the reactants [CH:1]([C:3]1[CH:4]=[C:5]2[C:9](=[CH:10][CH:11]=1)[NH:8][CH:7]=[CH:6]2)=[O:2].[Br:12][C:13]1[S:17][C:16]([S:18](Cl)(=[O:20])=[O:19])=[CH:15][CH:14]=1, predict the reaction product. The product is: [Br:12][C:13]1[S:17][C:16]([S:18]([N:8]2[C:9]3[C:5](=[CH:4][C:3]([CH:1]=[O:2])=[CH:11][CH:10]=3)[CH:6]=[CH:7]2)(=[O:20])=[O:19])=[CH:15][CH:14]=1. (2) Given the reactants [CH3:1][N:2]([CH3:31])[C:3]1[N:12]=[C:11]([NH:13][CH2:14][C:15]2[CH:20]=[CH:19][C:18]([NH:21][C:22]([CH:24]3[CH2:29][CH2:28][NH:27][CH2:26][CH2:25]3)=[O:23])=[CH:17][CH:16]=2)[C:10]2[C:5](=[CH:6][C:7]([CH3:30])=[CH:8][CH:9]=2)[N:4]=1.[CH2:32]=O, predict the reaction product. The product is: [CH3:1][N:2]([CH3:31])[C:3]1[N:12]=[C:11]([NH:13][CH2:14][C:15]2[CH:16]=[CH:17][C:18]([NH:21][C:22]([CH:24]3[CH2:29][CH2:28][N:27]([CH3:32])[CH2:26][CH2:25]3)=[O:23])=[CH:19][CH:20]=2)[C:10]2[C:5](=[CH:6][C:7]([CH3:30])=[CH:8][CH:9]=2)[N:4]=1. (3) Given the reactants [OH:1][C:2]1[CH:7]=[C:6]([O:8][CH3:9])[CH:5]=[CH:4][C:3]=1[C:10](=O)[CH3:11].[CH3:13][O:14][C:15]1[N:20]=[C:19]([O:21][CH3:22])[C:18]([CH2:23][C:24](O)=[O:25])=[CH:17][N:16]=1, predict the reaction product. The product is: [CH3:13][O:14][C:15]1[N:20]=[C:19]([O:21][CH3:22])[C:18]([C:23]2[C:24](=[O:25])[O:1][C:2]3[C:3]([C:10]=2[CH3:11])=[CH:4][CH:5]=[C:6]([O:8][CH3:9])[CH:7]=3)=[CH:17][N:16]=1. (4) Given the reactants [CH2:1]([O:3]C1C=CC(S(Cl)(=O)=O)=CC=1C1NC(=O)C2=C(C)N=C(C)N2N=1)[CH3:2].ON1CCNCC1.[CH2:33]([O:35][C:36]1[CH:41]=[CH:40][C:39]([S:42]([N:45]2[CH2:50][CH2:49][N:48](O)[CH2:47][CH:46]2CC)(=[O:44])=[O:43])=[CH:38][C:37]=1[C:54]1[NH:59][C:58](=[O:60])[C:57]2=[C:61]([CH3:65])[N:62]=[C:63]([CH3:64])[N:56]2[N:55]=1)[CH3:34], predict the reaction product. The product is: [CH2:33]([O:35][C:36]1[CH:41]=[CH:40][C:39]([S:42]([N:45]2[CH2:50][CH2:49][N:48]([CH2:2][CH2:1][OH:3])[CH2:47][CH2:46]2)(=[O:43])=[O:44])=[CH:38][C:37]=1[C:54]1[NH:59][C:58](=[O:60])[C:57]2=[C:61]([CH3:65])[N:62]=[C:63]([CH3:64])[N:56]2[N:55]=1)[CH3:34]. (5) Given the reactants [C:1]([O:5][C:6]([CH:8]([C:27]1[CH:32]=[CH:31][CH:30]=[CH:29][CH:28]=1)[N:9]1[C:13]2[CH:14]=[C:15](I)[CH:16]=[CH:17][C:12]=2[N:11]([C:19]([O:21][C:22]([CH3:25])([CH3:24])[CH3:23])=[O:20])[C:10]1=[O:26])=[O:7])([CH3:4])([CH3:3])[CH3:2].O.[CH3:34][N:35](C=O)C, predict the reaction product. The product is: [C:1]([O:5][C:6]([CH:8]([C:27]1[CH:32]=[CH:31][CH:30]=[CH:29][CH:28]=1)[N:9]1[C:13]2[CH:14]=[C:15]([C:34]#[N:35])[CH:16]=[CH:17][C:12]=2[N:11]([C:19]([O:21][C:22]([CH3:25])([CH3:24])[CH3:23])=[O:20])[C:10]1=[O:26])=[O:7])([CH3:4])([CH3:3])[CH3:2]. (6) Given the reactants [Br:1][C:2]1[CH:3]=[C:4]2[C:23](=[CH:24][CH:25]=1)[C:8]1=[N:9][O:10][C:11]([C:12]3[CH:17]=[CH:16][C:15]([O:18][C:19]([F:22])([F:21])[F:20])=[CH:14][CH:13]=3)=[C:7]1[CH2:6][CH2:5]2, predict the reaction product. The product is: [Br:1][C:2]1[CH:3]=[C:4]2[C:23](=[CH:24][CH:25]=1)[C:8]1=[N:9][O:10][C:11]([C:12]3[CH:17]=[CH:16][C:15]([O:18][C:19]([F:21])([F:22])[F:20])=[CH:14][CH:13]=3)=[C:7]1[CH:6]=[CH:5]2. (7) Given the reactants [CH2:1]([S:8][C:9]1[CH:10]=[CH:11][C:12]([C:17]#[C:18][CH3:19])=[C:13]([CH:16]=1)[CH:14]=O)[C:2]1[CH:7]=[CH:6][CH:5]=[CH:4][CH:3]=1.Cl.[CH3:21][O:22][NH2:23].N1C=CC=CC=1, predict the reaction product. The product is: [CH3:21][O:22]/[N:23]=[CH:14]/[C:13]1[CH:16]=[C:9]([S:8][CH2:1][C:2]2[CH:7]=[CH:6][CH:5]=[CH:4][CH:3]=2)[CH:10]=[CH:11][C:12]=1[C:17]#[C:18][CH3:19]. (8) Given the reactants [CH3:1][O:2][C:3]1[C:12]([CH2:13][CH2:14][CH3:15])=[C:11]2[C:6]([CH:7]=[C:8]([C:17]([OH:19])=O)[C:9](=[O:16])[O:10]2)=[CH:5][CH:4]=1.[F:20][C:21]1[C:22]([CH3:28])=[C:23]([NH2:27])[CH:24]=[CH:25][CH:26]=1.CN(C(ON1N=NC2C=CC=NC1=2)=[N+](C)C)C.F[P-](F)(F)(F)(F)F.C(N(C(C)C)CC)(C)C, predict the reaction product. The product is: [F:20][C:21]1[C:22]([CH3:28])=[C:23]([NH:27][C:17]([C:8]2[C:9](=[O:16])[O:10][C:11]3[C:6]([CH:7]=2)=[CH:5][CH:4]=[C:3]([O:2][CH3:1])[C:12]=3[CH2:13][CH2:14][CH3:15])=[O:19])[CH:24]=[CH:25][CH:26]=1. (9) Given the reactants [CH2:1]([NH:8][C:9]1[S:10][C:11]([CH3:17])=[C:12]([CH3:16])[C:13]=1[C:14]#[N:15])[C:2]1[CH:7]=[CH:6][CH:5]=[CH:4][CH:3]=1.[C:18]([N:26]=[C:27]=[S:28])(=[O:25])[C:19]1[CH:24]=[CH:23][CH:22]=[CH:21][CH:20]=1, predict the reaction product. The product is: [CH2:1]([N:8]([C:9]1[S:10][C:11]([CH3:17])=[C:12]([CH3:16])[C:13]=1[C:14]#[N:15])[C:27]([NH:26][C:18](=[O:25])[C:19]1[CH:20]=[CH:21][CH:22]=[CH:23][CH:24]=1)=[S:28])[C:2]1[CH:3]=[CH:4][CH:5]=[CH:6][CH:7]=1. (10) Given the reactants [CH3:1][C:2]([C:4]1[CH:5]=[CH:6][C:7]([OH:10])=[CH:8][CH:9]=1)=O.[OH-].[Na+].[CH:13](=[O:20])[C:14]1[CH:19]=[CH:18][CH:17]=[CH:16][CH:15]=1.Cl, predict the reaction product. The product is: [OH:10][C:7]1[CH:8]=[CH:9][C:4]([CH:2]=[CH:1][C:13]([C:14]2[CH:19]=[CH:18][CH:17]=[CH:16][CH:15]=2)=[O:20])=[CH:5][CH:6]=1.